This data is from Reaction yield outcomes from USPTO patents with 853,638 reactions. The task is: Predict the reaction yield, written as a fraction of the theoretical maximum amount of product (1.0 means a 100% yield; for example, 0.34 means a 34% yield). The reactants are [C:1]([C:4]1[CH:9]=[CH:8][C:7]([CH2:10][O:11][CH2:12][C:13]2[C:21]3[C:20](=[O:22])[NH:19][C:18]([C:23]([OH:25])=[O:24])=[N:17][C:16]=3[S:15][CH:14]=2)=[CH:6][CH:5]=1)([OH:3])=[O:2].[C:26](Cl)(=O)[C:27](Cl)=O.N1C=CC=[CH:34][CH:33]=1. The catalyst is CN(C=O)C.C1COCC1. The product is [CH2:33]([O:2][C:1]([C:4]1[CH:9]=[CH:8][C:7]([CH2:10][O:11][CH2:12][C:13]2[C:21]3[C:20](=[O:22])[NH:19][C:18]([C:23]([O:25][CH2:26][CH3:27])=[O:24])=[N:17][C:16]=3[S:15][CH:14]=2)=[CH:6][CH:5]=1)=[O:3])[CH3:34]. The yield is 0.560.